This data is from Catalyst prediction with 721,799 reactions and 888 catalyst types from USPTO. The task is: Predict which catalyst facilitates the given reaction. (1) Reactant: [NH2:1][C:2]1[C:9]([O:10][CH2:11][CH2:12][C:13]2[CH:18]=[CH:17][CH:16]=[CH:15][N:14]=2)=[CH:8][C:7](B2OC(C)(C)C(C)(C)O2)=[CH:6][C:3]=1[C:4]#[N:5].[OH-].[Na+].OO.Cl.C(=O)([O-])[OH:34].[Na+]. Product: [NH2:1][C:2]1[C:9]([O:10][CH2:11][CH2:12][C:13]2[CH:18]=[CH:17][CH:16]=[CH:15][N:14]=2)=[CH:8][C:7]([OH:34])=[CH:6][C:3]=1[C:4]#[N:5]. The catalyst class is: 5. (2) Reactant: C(OC([N:8]1[CH2:12][CH2:11][C@H:10]([O:13][Si:14]([C:17]([CH3:20])([CH3:19])[CH3:18])([CH3:16])[CH3:15])[C@H:9]1[C@@H:21]([NH:23][C:24]1[CH:29]=[CH:28][C:27]([C:30]#[N:31])=[C:26]([Cl:32])[C:25]=1[CH3:33])[CH3:22])=O)(C)(C)C.C1(C)C=CC=CC=1. Product: [Si:14]([O:13][C@H:10]1[CH2:11][CH2:12][NH:8][C@@H:9]1[C@@H:21]([NH:23][C:24]1[CH:29]=[CH:28][C:27]([C:30]#[N:31])=[C:26]([Cl:32])[C:25]=1[CH3:33])[CH3:22])([C:17]([CH3:19])([CH3:20])[CH3:18])([CH3:16])[CH3:15]. The catalyst class is: 137. (3) Reactant: [NH:1]1[CH:5]=[C:4]([C:6]([O:8][CH2:9][CH3:10])=[O:7])[CH:3]=[N:2]1.[H-].[Na+].F[C:14]1[CH:19]=[CH:18][C:17]([F:20])=[CH:16][N:15]=1.O. Product: [F:20][C:17]1[CH:18]=[CH:19][C:14]([N:1]2[CH:5]=[C:4]([C:6]([O:8][CH2:9][CH3:10])=[O:7])[CH:3]=[N:2]2)=[N:15][CH:16]=1. The catalyst class is: 3. (4) Reactant: [C:1]([O:5][C:6]([NH:8][C@H:9]([CH3:12])[CH2:10][OH:11])=[O:7])([CH3:4])([CH3:3])[CH3:2].[H-].[Na+].[CH2:15](Br)[C:16]1[CH:21]=[CH:20][CH:19]=[CH:18][CH:17]=1.O. Product: [CH2:15]([O:11][CH2:10][C@H:9]([NH:8][C:6]([O:5][C:1]([CH3:4])([CH3:3])[CH3:2])=[O:7])[CH3:12])[C:16]1[CH:21]=[CH:20][CH:19]=[CH:18][CH:17]=1. The catalyst class is: 807. (5) Reactant: C([O:4][C:5]1[CH:22]=[CH:21][C:20]2[C@@H:19]3[C@H:10]([C@H:11]4[C@@:15]([CH2:17][CH:18]3[CH2:23][CH2:24][CH2:25][CH2:26][CH2:27][Cl:28])([CH3:16])[C:14](=[O:29])[CH:13](Br)[CH2:12]4)[CH2:9][CH2:8][C:7]=2[CH:6]=1)(=O)C.[OH2:31].[OH-].[Na+].Cl. Product: [Cl:28][CH2:27][CH2:26][CH2:25][CH2:24][CH2:23][CH:18]1[CH2:17][C@@:15]2([CH3:16])[C@@H:11]([CH2:12][CH:13]([OH:31])[C:14]2=[O:29])[C@H:10]2[C@H:19]1[C:20]1[CH:21]=[CH:22][C:5]([OH:4])=[CH:6][C:7]=1[CH2:8][CH2:9]2. The catalyst class is: 17. (6) Product: [NH2:27][C:17]1[C:18]([NH:20][S:21]([CH:24]([CH3:26])[CH3:25])(=[O:23])=[O:22])=[N:19][C:14]([C:12]2[NH:13][C:9]([C:3]3[C:2]([Cl:1])=[CH:7][CH:6]=[CH:5][C:4]=3[Cl:8])=[N:10][C:11]=2[C:30]2[CH:31]=[CH:32][CH:33]=[CH:34][CH:35]=2)=[CH:15][CH:16]=1. The catalyst class is: 14. Reactant: [Cl:1][C:2]1[CH:7]=[CH:6][CH:5]=[C:4]([Cl:8])[C:3]=1[C:9]1[NH:13][C:12]([C:14]2[N:19]=[C:18]([NH:20][S:21]([CH:24]([CH3:26])[CH3:25])(=[O:23])=[O:22])[C:17]([N+:27]([O-])=O)=[CH:16][CH:15]=2)=[C:11]([C:30]2[CH:35]=[CH:34][CH:33]=[CH:32][CH:31]=2)[N:10]=1.O.O.[Sn](Cl)Cl.